From a dataset of Forward reaction prediction with 1.9M reactions from USPTO patents (1976-2016). Predict the product of the given reaction. (1) Given the reactants C[O:2][C:3]([C:5]1[N:6]=[C:7]2[C:12]([C:13]([F:16])([F:15])[F:14])=[CH:11][C:10](Br)=[CH:9][N:8]2[C:18]=1[CH:19]=[O:20])=[O:4].[O:21]1[CH:25]=[CH:24][C:23](B(O)O)=[CH:22]1.P([O-])([O-])([O-])=O, predict the reaction product. The product is: [CH:19]([C:18]1[N:8]2[CH:9]=[C:10]([C:23]3[CH:24]=[CH:25][O:21][CH:22]=3)[CH:11]=[C:12]([C:13]([F:16])([F:14])[F:15])[C:7]2=[N:6][C:5]=1[C:3]([OH:4])=[O:2])=[O:20]. (2) Given the reactants [NH:1]1[C:9]2[C:4](=[CH:5][CH:6]=[CH:7][C:8]=2[C:10]([OH:12])=O)[CH:3]=[CH:2]1.CN(C(ON1N=NC2C=CC=CC1=2)=[N+](C)C)C.[B-](F)(F)(F)F.C(N(CC)C(C)C)(C)C.[C:44]([C:48]1[CH:64]=[CH:63][C:51]([CH2:52][NH:53][CH2:54][CH2:55][C:56]2[CH:61]=[CH:60][CH:59]=[C:58]([Cl:62])[CH:57]=2)=[CH:50][CH:49]=1)([CH3:47])([CH3:46])[CH3:45], predict the reaction product. The product is: [C:44]([C:48]1[CH:64]=[CH:63][C:51]([CH2:52][N:53]([CH2:54][CH2:55][C:56]2[CH:61]=[CH:60][CH:59]=[C:58]([Cl:62])[CH:57]=2)[C:10]([C:8]2[CH:7]=[CH:6][CH:5]=[C:4]3[C:9]=2[NH:1][CH:2]=[CH:3]3)=[O:12])=[CH:50][CH:49]=1)([CH3:47])([CH3:45])[CH3:46]. (3) Given the reactants [F:1][C:2]([F:22])([F:21])[O:3][C:4]1[CH:9]=[CH:8][C:7]([N:10]2[CH2:14][CH2:13][C:12]3([CH2:19][CH2:18][NH:17][CH2:16][CH2:15]3)[C:11]2=[O:20])=[CH:6][CH:5]=1.Br[C:24]1[CH:29]=[C:28]([C:30]([F:33])([F:32])[F:31])[CH:27]=[CH:26][C:25]=1[F:34], predict the reaction product. The product is: [F:34][C:25]1[CH:24]=[CH:29][C:28]([C:30]([F:31])([F:32])[F:33])=[CH:27][C:26]=1[CH:14]1[CH2:13][C:12]2([CH2:15][CH2:16][NH:17][CH2:18][CH2:19]2)[C:11](=[O:20])[N:10]1[C:7]1[CH:8]=[CH:9][C:4]([O:3][C:2]([F:1])([F:21])[F:22])=[CH:5][CH:6]=1. (4) Given the reactants [C:1]([C:3]1[CH:8]=[CH:7][C:6]([N:9]2[CH:14]=[CH:13][C:12]([O:15][CH:16]3[CH2:21][CH2:20][N:19]([C:22]([O:24][C:25](C)([CH3:27])[CH3:26])=[O:23])[CH2:18][CH2:17]3)=[CH:11][C:10]2=[O:29])=[C:5]([F:30])[CH:4]=1)#[N:2].O=C1C=C(OC2CCN(C(OC(C)(C)C)=O)CC2)C=CN1C1C=NC=CC=1.ClC1N=CC(CCC)=CN=1.C(=O)([O-])[O-].[Cs+].[Cs+], predict the reaction product. The product is: [C:1]([C:3]1[CH:8]=[CH:7][C:6]([N:9]2[CH:14]=[CH:13][C:12]([O:15][CH:16]3[CH2:21][CH2:20][N:19]([C:22]([O:24][CH:25]([CH3:26])[CH3:27])=[O:23])[CH2:18][CH2:17]3)=[CH:11][C:10]2=[O:29])=[C:5]([F:30])[CH:4]=1)#[N:2]. (5) Given the reactants Br[C:2]1[CH:7]=[CH:6][C:5]([S:8]([NH:11][C:12]2[N:17]=[C:16]([N:18]3[CH2:23][C@H:22]([CH3:24])[N:21]([C:25]([O:27][C:28]([CH3:31])([CH3:30])[CH3:29])=[O:26])[C@H:20]([CH3:32])[CH2:19]3)[CH:15]=[CH:14][C:13]=2[O:33][CH3:34])(=[O:10])=[O:9])=[C:4]([Cl:35])[CH:3]=1.[O:36]1[CH:40]=[CH:39][C:38](B2OC(C)(C)C(C)(C)O2)=[CH:37]1.C(=O)([O-])[O-].[Na+].[Na+].O, predict the reaction product. The product is: [Cl:35][C:4]1[CH:3]=[C:2]([C:38]2[CH:39]=[CH:40][O:36][CH:37]=2)[CH:7]=[CH:6][C:5]=1[S:8]([NH:11][C:12]1[N:17]=[C:16]([N:18]2[CH2:23][C@H:22]([CH3:24])[N:21]([C:25]([O:27][C:28]([CH3:31])([CH3:30])[CH3:29])=[O:26])[C@H:20]([CH3:32])[CH2:19]2)[CH:15]=[CH:14][C:13]=1[O:33][CH3:34])(=[O:10])=[O:9]. (6) Given the reactants Cl[C:2]1[CH:7]=[CH:6][N:5]=[C:4]2[NH:8][CH:9]=[CH:10][C:3]=12.[OH-].[Na+].C(=O)=[O:14], predict the reaction product. The product is: [NH:8]1[C:4]2[N:5]=[CH:6][CH:7]=[C:2]([OH:14])[C:3]=2[CH:10]=[CH:9]1. (7) The product is: [CH3:15][O:14][C:12]([NH:1][C@@H:2]([CH:6]([CH3:8])[CH3:7])[C:3]([OH:5])=[O:4])=[O:13]. Given the reactants [NH2:1][C@@H:2]([CH:6]([CH3:8])[CH3:7])[C:3]([OH:5])=[O:4].[OH-].[Na+].Cl[C:12]([O:14][CH3:15])=[O:13], predict the reaction product. (8) Given the reactants [CH:1]([C:3]1[CH:4]=[C:5]([NH:10][C:11](=[O:26])[C:12]2[CH:17]=[CH:16][C:15]([CH2:18][N:19]3[CH2:24][CH2:23][N:22]([CH3:25])[CH2:21][CH2:20]3)=[CH:14][CH:13]=2)[CH:6]=[CH:7][C:8]=1[CH3:9])=O.ClCCl.[NH2:30][C:31]1[CH:32]=[C:33]2[CH:39]=[C:38]([C:40]([O:42][CH3:43])=[O:41])[NH:37][C:34]2=[N:35][CH:36]=1.C(O[BH3-])(=O)C.[Na+], predict the reaction product. The product is: [CH3:25][N:22]1[CH2:21][CH2:20][N:19]([CH2:18][C:15]2[CH:14]=[CH:13][C:12]([C:11]([NH:10][C:5]3[CH:6]=[CH:7][C:8]([CH3:9])=[C:3]([CH:4]=3)[CH2:1][NH:30][C:31]3[CH:32]=[C:33]4[CH:39]=[C:38]([C:40]([O:42][CH3:43])=[O:41])[NH:37][C:34]4=[N:35][CH:36]=3)=[O:26])=[CH:17][CH:16]=2)[CH2:24][CH2:23]1.